From a dataset of Full USPTO retrosynthesis dataset with 1.9M reactions from patents (1976-2016). Predict the reactants needed to synthesize the given product. (1) Given the product [N:8]1([C:6]2[N:7]=[C:2]([C:34]3[CH:33]=[N:32][C:31]([NH2:30])=[N:36][CH:35]=3)[C:3]3[CH2:16][CH2:15][N:14]([C:17]4[CH:18]=[N:19][CH:20]=[CH:21][CH:22]=4)[C:4]=3[N:5]=2)[CH2:13][CH2:12][O:11][CH2:10][CH2:9]1, predict the reactants needed to synthesize it. The reactants are: Cl[C:2]1[C:3]2[CH2:16][CH2:15][N:14]([C:17]3[CH:18]=[N:19][CH:20]=[CH:21][CH:22]=3)[C:4]=2[N:5]=[C:6]([N:8]2[CH2:13][CH2:12][O:11][CH2:10][CH2:9]2)[N:7]=1.COC1C=CC(C[N:30](CC2C=CC(OC)=CC=2)[C:31]2[N:36]=[CH:35][C:34](B3OC(C)(C)C(C)(C)O3)=[CH:33][N:32]=2)=CC=1. (2) Given the product [CH2:38]([C:34]1[CH:33]=[C:32]([C:28]2[CH:27]=[C:26]([C:24]3[CH2:23][C:22](=[O:40])[NH:21][C:9]4[CH:10]=[C:11]([C:17]([F:20])([F:18])[F:19])[C:12]([O:14][CH2:15][CH3:16])=[CH:13][C:8]=4[N:7]=3)[CH:31]=[CH:30][CH:29]=2)[CH:37]=[CH:36][N:35]=1)[CH3:39], predict the reactants needed to synthesize it. The reactants are: C(OC(=O)[NH:7][C:8]1[CH:13]=[C:12]([O:14][CH2:15][CH3:16])[C:11]([C:17]([F:20])([F:19])[F:18])=[CH:10][C:9]=1[NH:21][C:22](=[O:40])[CH2:23][C:24]([C:26]1[CH:31]=[CH:30][CH:29]=[C:28]([C:32]2[CH:37]=[CH:36][N:35]=[C:34]([CH2:38][CH3:39])[CH:33]=2)[CH:27]=1)=O)(C)(C)C.C(O)(C(F)(F)F)=O.